From a dataset of Reaction yield outcomes from USPTO patents with 853,638 reactions. Predict the reaction yield, written as a fraction of the theoretical maximum amount of product (1.0 means a 100% yield; for example, 0.34 means a 34% yield). (1) The reactants are [Br:1][C:2]1[CH:7]=[CH:6][C:5](I)=[CH:4][CH:3]=1.C([Li])CCC.[O:14]=[C:15]1[CH2:20][CH2:19][N:18]([C:21]([O:23][C:24]([CH3:27])([CH3:26])[CH3:25])=[O:22])[CH2:17][CH2:16]1. The catalyst is O1CCCC1. The product is [Br:1][C:2]1[CH:7]=[CH:6][C:5]([C:15]2([OH:14])[CH2:16][CH2:17][N:18]([C:21]([O:23][C:24]([CH3:26])([CH3:25])[CH3:27])=[O:22])[CH2:19][CH2:20]2)=[CH:4][CH:3]=1. The yield is 0.850. (2) The reactants are [N:1]12[CH2:8][CH2:7][C:4]([C:9]([C:17]3[CH:22]=[CH:21][CH:20]=[CH:19][CH:18]=3)([C:11]3[CH:16]=[CH:15][CH:14]=[CH:13][CH:12]=3)[OH:10])([CH2:5][CH2:6]1)[CH2:3][CH2:2]2.[Br:23][CH2:24][CH2:25][CH2:26][O:27][C:28]1[CH:33]=[CH:32][C:31]([Br:34])=[CH:30][CH:29]=1. The catalyst is CC#N. The product is [Br-:23].[Br:34][C:31]1[CH:32]=[CH:33][C:28]([O:27][CH2:26][CH2:25][CH2:24][N+:1]23[CH2:6][CH2:5][C:4]([C:9]([OH:10])([C:17]4[CH:22]=[CH:21][CH:20]=[CH:19][CH:18]=4)[C:11]4[CH:12]=[CH:13][CH:14]=[CH:15][CH:16]=4)([CH2:3][CH2:2]2)[CH2:7][CH2:8]3)=[CH:29][CH:30]=1. The yield is 0.754. (3) The reactants are [C:1](Cl)(=[O:3])[CH3:2].C(N(CC)CC)C.[F:12][CH:13]([F:43])[O:14][C:15]1[CH:20]=[CH:19][CH:18]=[CH:17][C:16]=1[CH2:21][C:22]1[N:26]2[CH:27]=[C:28]([C:32]3[CH:37]=[CH:36][C:35]([S:38]([NH2:41])(=[O:40])=[O:39])=[CH:34][CH:33]=3)[C:29]([CH3:31])=[CH:30][C:25]2=[N:24][C:23]=1[CH3:42]. The catalyst is C(Cl)Cl. The product is [F:43][CH:13]([F:12])[O:14][C:15]1[CH:20]=[CH:19][CH:18]=[CH:17][C:16]=1[CH2:21][C:22]1[N:26]2[CH:27]=[C:28]([C:32]3[CH:37]=[CH:36][C:35]([S:38]([NH:41][C:1](=[O:3])[CH3:2])(=[O:39])=[O:40])=[CH:34][CH:33]=3)[C:29]([CH3:31])=[CH:30][C:25]2=[N:24][C:23]=1[CH3:42]. The yield is 0.140.